This data is from Catalyst prediction with 721,799 reactions and 888 catalyst types from USPTO. The task is: Predict which catalyst facilitates the given reaction. (1) Reactant: [CH3:1][C:2]1[O:6][C:5]([CH2:7]O)=[CH:4][C:3]=1[C:9]1[CH:14]=[CH:13][CH:12]=[C:11]([C:15]([F:18])([F:17])[F:16])[CH:10]=1.[NH:19]1[CH:23]=[C:22]([C:24]([O:26][CH2:27][CH3:28])=[O:25])[CH:21]=[N:20]1.C1(P(C2C=CC=CC=2)C2C=CC=CC=2)C=CC=CC=1.N(C(OC(C)C)=O)=NC(OC(C)C)=O.[Cl-].[NH4+]. Product: [CH3:1][C:2]1[O:6][C:5]([CH2:7][N:19]2[CH:23]=[C:22]([C:24]([O:26][CH2:27][CH3:28])=[O:25])[CH:21]=[N:20]2)=[CH:4][C:3]=1[C:9]1[CH:14]=[CH:13][CH:12]=[C:11]([C:15]([F:16])([F:17])[F:18])[CH:10]=1. The catalyst class is: 7. (2) Reactant: [Cl:1][C:2]1[CH:7]=[CH:6][C:5]([C:8]2[N:9]([CH2:31][C@H:32]([OH:37])[C:33]([F:36])([F:35])[F:34])[C:10](=[O:30])[N:11]([CH2:13][C:14]3[CH:15]=[C:16]([C:22]4[CH:27]=[CH:26][CH:25]=[C:24]([Cl:28])[C:23]=4[Cl:29])[CH:17]=[CH:18][C:19]=3[CH2:20][OH:21])[N:12]=2)=[CH:4][CH:3]=1.ClS([N:42]=[C:43]=[O:44])(=O)=O.O.C(=O)(O)[O-].[Na+]. Product: [C:43](=[O:44])([O:21][CH2:20][C:19]1[CH:18]=[CH:17][C:16]([C:22]2[CH:27]=[CH:26][CH:25]=[C:24]([Cl:28])[C:23]=2[Cl:29])=[CH:15][C:14]=1[CH2:13][N:11]1[C:10](=[O:30])[N:9]([CH2:31][C@H:32]([OH:37])[C:33]([F:34])([F:36])[F:35])[C:8]([C:5]2[CH:6]=[CH:7][C:2]([Cl:1])=[CH:3][CH:4]=2)=[N:12]1)[NH2:42]. The catalyst class is: 4. (3) Reactant: C(O)(=O)C.[Si]([O:12][CH2:13][C@@H:14]1[CH2:18][C:17](=[CH2:19])[CH2:16][N:15]1[C:20]([C:22]1[CH:27]=[C:26]([O:28][CH3:29])[C:25]([O:30][CH2:31][CH2:32][CH2:33][CH2:34][CH2:35][O:36][C:37]2[CH:42]=[C:41]([NH:43][C:44]([O:46][CH2:47][C@H:48]([S:50][S:51][C:52]3[CH:57]=[CH:56][C:55]([N+:58]([O-:60])=[O:59])=[CH:54][N:53]=3)[CH3:49])=[O:45])[C:40]([C:61]([N:63]3[CH2:67][C:66](=[CH2:68])[CH2:65][C@H:64]3[CH2:69][O:70][Si](C(C)(C)C)(C)C)=[O:62])=[CH:39][C:38]=2[O:78][CH3:79])=[CH:24][C:23]=1[NH:80][C:81](=[O:87])[O:82][C:83]([CH3:86])([CH3:85])[CH3:84])=[O:21])(C(C)(C)C)(C)C. Product: [OH:12][CH2:13][C@@H:14]1[CH2:18][C:17](=[CH2:19])[CH2:16][N:15]1[C:20]([C:22]1[CH:27]=[C:26]([O:28][CH3:29])[C:25]([O:30][CH2:31][CH2:32][CH2:33][CH2:34][CH2:35][O:36][C:37]2[CH:42]=[C:41]([NH:43][C:44]([O:46][CH2:47][C@H:48]([S:50][S:51][C:52]3[CH:57]=[CH:56][C:55]([N+:58]([O-:60])=[O:59])=[CH:54][N:53]=3)[CH3:49])=[O:45])[C:40]([C:61]([N:63]3[CH2:67][C:66](=[CH2:68])[CH2:65][C@H:64]3[CH2:69][OH:70])=[O:62])=[CH:39][C:38]=2[O:78][CH3:79])=[CH:24][C:23]=1[NH:80][C:81](=[O:87])[O:82][C:83]([CH3:86])([CH3:85])[CH3:84])=[O:21]. The catalyst class is: 20. (4) Reactant: [Cl:1][C:2]1[CH:3]=[C:4]2[C:9](=[C:10]([S:12](Cl)(=[O:14])=[O:13])[CH:11]=1)[O:8][CH2:7][CH:6]([NH:16][C:17](=[O:22])[C:18]([F:21])([F:20])[F:19])[CH2:5]2.N1C=CC=CC=1.[NH2:29][C:30]1[CH:35]=[CH:34][CH:33]=[CH:32][CH:31]=1. Product: [NH:29]([S:12]([C:10]1[CH:11]=[C:2]([Cl:1])[CH:3]=[C:4]2[C:9]=1[O:8][CH2:7][C@H:6]([NH:16][C:17](=[O:22])[C:18]([F:21])([F:20])[F:19])[CH2:5]2)(=[O:14])=[O:13])[C:30]1[CH:35]=[CH:34][CH:33]=[CH:32][CH:31]=1. The catalyst class is: 4. (5) Reactant: [Br:1][C:2]1[C:3](OC)=[N:4][CH:5]=[C:6]([Br:8])[CH:7]=1.O=P(Cl)(Cl)[Cl:13]. Product: [Br:1][C:2]1[C:3]([Cl:13])=[N:4][CH:5]=[C:6]([Br:8])[CH:7]=1. The catalyst class is: 31. (6) Reactant: [Br:1][C:2]1[CH:7]=[C:6](Br)[C:5]([N+:9]([O-:11])=[O:10])=[CH:4][N:3]=1.[CH3:12][CH:13]([NH2:17])[CH2:14][CH2:15][CH3:16].C(N(CC)CC)C. Product: [Br:1][C:2]1[CH:7]=[C:6]([NH:17][CH:13]([CH2:14][CH2:15][CH3:16])[CH3:12])[C:5]([N+:9]([O-:11])=[O:10])=[CH:4][N:3]=1. The catalyst class is: 7. (7) Reactant: [S:1](=[O:5])(=[O:4])([OH:3])[OH:2].[NH2:6][C:7]1[CH:12]=[CH:11][C:10]([C:13]([F:16])([F:15])[F:14])=[CH:9][C:8]=1[N+:17]([O-:19])=[O:18].[N:20]([O-])=O.[Na+]. Product: [S:1](=[O:3])(=[O:2])([OH:5])[O-:4].[F:14][C:13]([F:16])([F:15])[C:10]1[CH:11]=[CH:12][C:7]([N+:6]#[N:20])=[C:8]([N+:17]([O-:19])=[O:18])[CH:9]=1. The catalyst class is: 6. (8) Reactant: N1CC[C@H]([N:6]2[CH:10]=[C:9]([C:11]3[N:12]=[C:13]([OH:21])[C:14]4[CH:20]=[CH:19][N:18]=[CH:17][C:15]=4[N:16]=3)[CH:8]=[N:7]2)C1.[C:22]([O:26][C:27]([N:29]1[CH2:34][CH2:33][CH:32]([C:35]([OH:37])=O)[CH2:31][CH2:30]1)=[O:28])([CH3:25])([CH3:24])[CH3:23].CC[N:40]([CH:44]([CH3:46])C)[CH:41]([CH3:43])C.CN(C(ON1N=NC2C=CC=NC1=2)=[N+](C)C)C.F[P-](F)(F)(F)(F)F. Product: [OH:21][C:13]1[C:14]2[CH:20]=[CH:19][N:18]=[CH:17][C:15]=2[N:16]=[C:11]([C:9]2[C:10]([C@H:46]3[CH2:43][CH2:41][N:40]([C:35]([CH:32]4[CH2:31][CH2:30][N:29]([C:27]([O:26][C:22]([CH3:23])([CH3:24])[CH3:25])=[O:28])[CH2:34][CH2:33]4)=[O:37])[CH2:44]3)=[N:6][NH:7][CH:8]=2)[N:12]=1. The catalyst class is: 2.